From a dataset of B-cell epitopes from IEDB database with 3,159 antigens for binding position prediction. Token-level Classification. Given an antigen amino acid sequence, predict which amino acid positions are active epitope sites capable of antibody binding. Output is a list of indices for active positions. (1) Given the antigen sequence: VAATSAIAQMENSHIPGLERPSQQQPLPPQQTLSHHHQQQPIQQQPQQFPQQQPCSQQQQQPPLSQQQQPPFSQQQQPPFSQQQQPVLPQQPSFSQQQLPPFSQQQQPPFSQQQQPVLPQQPSFSQQQLPPFSQQLPPFSQQQQPVLPQQPPFSQQQLPPFSQQLPPFSQQQQPVLPQQPPFSQQQQQPILPQQPPFSQQQQPVLLQQQIPFVHPSILQQLNPCKVFLQQQCSPVAMPQSLARSQMLQQSSCHVMQQQCCQQLPQIPQQSRYEAIRAIVYSIILQEQQQVQGSIQTQQQQPQQLGQCVSQPQQQSQQQLGQQPQQQQLAQGTFLQPHQIAQLELMTSIALRTLPTMCNVNVPLYRTTTRVPFGVGTGVGAY, which amino acid positions are active epitope sites? The epitope positions are: [230, 231, 232, 233, 234, 235, 236, 237, 238, 239]. The amino acids at these positions are: QCSPVAMPQS. (2) Given the antigen sequence: MSAREPAGRRRRASTRPRASPVADEPAGDGVGFMGYLRAVFRGDDDSELEALEEMAGDEPPVRRRREGPRARRRRASEAPPTSHRRASRQRPGPDAARSQSVRGRLDDDDEVPRGPPQARQGGYLGPVDARAILGRVGGSRVAPSPLFLEELQYEEDDYPEAVGPEDGGGARSPPKVEVLEGRVPGPELRAAFPLDRLAPQVAVWDESVRSALALGHPAGFYPCPDSAFGLSRVGVMHFASPDNPAVFFRQTLQQGEALAWYITGDGILDLTDRRTKTSPAQAMSFLADAVVRLAINGWVCGTRLHAEARGSDLDDRAAELRRQFASLTALRPVGAAAVPLLSAGGLVSPQSGPDAAVFRSSLGSLLYWPGVRALLDRDCRVAARYAGRMTYLATGALLARFNPDAVRCVLTREAAFLGRVLDVLAVMAEQTVQWLSVVVGARLHPHVHHPAFADVAREELFRALPLGSPAVVGAEHEALGDTAARRLLANSGLNAVLGA..., which amino acid positions are active epitope sites? The epitope positions are: [670, 671, 672, 673, 674, 675, 676, 677, 678, 679, 680, 681, 682, 683]. The amino acids at these positions are: GAAALRAHVSGRRA. (3) Given the antigen sequence: MKLKNTLGVVIGSLVAASAMNAFAQGQNSVEIEAFGKRYFTDSVRNMKNADLYGGSIGYFLTDDVELALSYGEYHDVRGTYETGNKKVHGNLTSLDAIYHFGTPGVGLRPYVSAGLAHQNITNINSDSQGRQQMTMANIGAGLKYYFTENFFAKASLDGQYGLEKRDNGHQGEWMAGLGVGFNFGGSKAAPAPEPVADVCSDSDNDGVCDNVDKCPDTPANVTVDANGCPAVAEVVRVQLDVKFDFDKSKVKENSYADIKNLADFMKQYPSTSTTVEGHTDSVGTDAYNQKLSERRANAVRDVLVNEYGVEGGRVNAVGYGESRPVADNATAEGRAINRRVEAEVEAEAK, which amino acid positions are active epitope sites? The epitope positions are: [260, 261, 262, 263, 264, 265, 266, 267]. The amino acids at these positions are: NLADFMKQ. (4) Given the antigen sequence: MLGINSNINSLVAQQNLNGSQGALSQAITRLSSGKRINSAADDAAGLAIATRMQTQINGLNQGVSNANDGVSILQTASSGLTSLTNSLQRIRQLAVQASNGPLSASDASALQQEVAQQISEVNRIASQTNYNGKNILDGSAGTLSFQVGANVGQTVSVDLTQSMSAAKIGGGMVQTGQTLGTIKVAIDSSGAAWSSGSTGQETTQINVVSDGKGGFTFTDQNNQALSSTAVTAVFGSSTAGTGTAASPSFQTLALSTSATSALSATDQANATAMVAQINAVNKPQTVSNLDISTQTGAYQAMVSIDNALATVNNLQATLGAAQNRFTAIATTQQAGSNNLAQAQSQIQSADFAQETANLSRAQVLQQAGISVLAQANSLPQQVLKLLQ, which amino acid positions are active epitope sites? The epitope positions are: [269, 270, 271, 272, 273, 274, 275, 276, 277, 278, 279, 280, 281, 282, 283, 284, 285, 286, 287]. The amino acids at these positions are: NATAMVAQINAVNKPQTVS. (5) Given the antigen sequence: MSPAPRPPRCLLLPLLTLGTALASLGSAQSSSFSPEAWLQQYGYLPPGDLRTHTQRSPQSLSAAIAAMQKFYGLQVTGKADADTMKAMRRPRCGVPDKFGAEIKANVRRKRYAIQGLKWQHNEITFCIQNYTPKVGEYATYEAIRKAFRVWESATPLRFREVPYAYIREGHEKQADIMIFFAEGFHGDSTPFDGEGGFLAHAYFPGPNIGGDTHFDSAEPWTVRNEDLNGNDIFLVAVHELGHALGLEHSSDPSAIMAPFYQWMDTENFVLPDDDRRGIQQLYGGESGFPTKMPPQPRTTSRPSVPDKPKNPTYGPNICDGNFDTVAMLRGEMFVFKERWFWRVRNNQVMDGYPMPIGQFWRGLPASINTAYERKDGKFVFFKGDKHWVFDEASLEPGYPKHIKELGRGLPTDKIDAALFWMPNGKTYFFRGNKYYRFNEELRAVDSEYPKNIKVWEGIPESPRGSFMGSDEVFTYFYKGNKYWKFNNQKLKVEPGYPKS..., which amino acid positions are active epitope sites? The epitope positions are: [217, 218, 219, 220, 221, 222, 223, 224, 225, 226, 227]. The amino acids at these positions are: AEPWTVRNEDL. (6) Given the antigen sequence: ARVVLGCWSVLSQAAQTDDEERAGNRRPIWIMGHMVNAIGQIDEFVNLGANSIETDVSFDDNANPEYTYHGIPCDCGRNCKKYENFNDFLKGLRSATTPGNSKYQEKLVLVVFDLKTGSLYDNQANDAGKKLAKNLLQHYWNNGNNGGRAYIVLSIPDLNHYPLIKGFKDQLTKDGHPELMDKVGHDFSGNDDISDVGKAYKKAGITGHIWQSDGITNCLPRGLSRVNAAVANRDSANGFINKVYYWTVDKRSTTRDALDAGVDGIMTNYPDVITDVLNEAAYKKKFRVATYDDNPWVTFKK, which amino acid positions are active epitope sites? The epitope positions are: [256, 257, 258, 259, 260, 261, 262, 263, 264, 265, 266, 267, 268, 269, 270]. The amino acids at these positions are: DALDAGVDGIMTNYP. (7) Given the antigen sequence: MATYTSTIQFGSIECKLPYSPAPFGLVAGKREVSTTTDPFASLEMQLSARLRRQEFATIRTSKNGTCMYRYKTDVQIARIQKKREEREREEYNFQMAASSVVSKITIAGGEPPSKLESQVRRGVIHTTPRMRTAKTYHTPKLTEGQMNHLIKQVKQIMSTKGGSVQLISKKSTHVHYKEVLGSHRAVVCTAHMRGLRKRVDFRCDKWTVVRLQHLARTDKWTNQVRATDLRKGDSGVILSNTNLKGNFGRSSEGLFIVRGSHEGKIYDARSKVTQGVMDSMVQFSSAESFWKGLDGNWAQMRYPTDHTCVAGLPVEDCGRVAAIMTHSILPCYKITCPTCAQQYANLPASDLLKILHKHASDGLNRLGADKDRFVHVKKFLTILEHLTEPVDLSLEIFNEVFKSIGEKQQSPFKNLNILNNFFLKGKENTAREWQVAQLSLLELARFQKNRTDNIKKGDISFFRNKLSAKANWNLYLSCDNQLDKNANFLWGQREYHAKR..., which amino acid positions are active epitope sites? The epitope positions are: [2809, 2810, 2811, 2812, 2813, 2814, 2815, 2816, 2817, 2818, 2819]. The amino acids at these positions are: RPEQGSIQSNP. (8) The epitope positions are: [10, 11, 12, 13, 14, 15, 16, 17]. The amino acids at these positions are: EDVPLLED. Given the antigen sequence: MAWLEDVDFLEDVPLLEDIPLLEDVPLLEDVPLLEDTSRLEDINLMEDMALLEDVDLLEDTDFLEDLDFSEAMDLREDKDFLEDMDSLEDMALLEDVDLLEDTDFLEDPDFLEAIDLREDKDFLEDMDSLEDLEAIGRCGFSGRHGFFGRRRFSGRPKLSGRLGLLGRRGFSGRLGGYWKTWIFWKTWIFWKTWIFRKTYIGWKTWIFSGRCGLTGRPGFGGRRRFFWKTLTDWKTWISFWKTLIDWKTWISFWKTLIDWKI, which amino acid positions are active epitope sites? (9) Given the antigen sequence: MEVKQENRLLNESESSSQGLLGYYFSDLNFQAPMVVTSSTTGDLSIPSSELENIPSENQYFQSAIWSGFIKVKKSDEYTFATSADNHVTMWVDDQEVINKASNSNKIRLEKGRLYQIKIQYQRENPTEKGLDFKLYWTDSQNKKEVISSDNLQLPELKQKSSNSRKKRSTSAGPTVPDRDNDGIPDSLEVEGYTVDVKNKRTFLSPWISNIHEKKGLTKYKSSPEKWSTASDPYSDFEKVTGRIDKNVSPEARHPLVAAYPIVHVDMENIILSKNEDQSTQNTDSQTRTISKNTSTSRTHTSEVHGNAEVHASFFDIGGSVSAGFSNSNSSTVAIDHSLSLAGERTWAETMGLNTADTARLNANIRYVNTGTAPIYNVLPTTSLVLGKNQTLATIKAKENQLSQILAPNNYYPSKNLAPIALNAQDDFSSTPITMNYNQFLELEKTKQLRLDTDQVYGNIATYNFENGRVRVDTGSNWSEVLPQIQETTARIIFNGKDLN..., which amino acid positions are active epitope sites? The epitope positions are: [156, 157, 158, 159, 160, 161, 162, 163, 164, 165, 166, 167, 168, 169, 170]. The amino acids at these positions are: LKQKSSNSRKKRSTS. (10) Given the antigen sequence: MDNTVRVGVSRNTSGPAGQTLFRNFYLLRCNISADGRNATKAVQSHFPFLSRAVRCLSPLAAHCADRTLRRDNVKQILTRELPFSSDLINYAHHVNSSSLTTSQGVEAARLVAQVYGEQVPFDHIYPTGSATYCPGAIANAISRIMAGFVPREGDDFAPSGPIDYLAADLIAYKFVLPYMLDMVDGRPQIVLPSHTVEEMLTNTSLLNSIDASFGIEARSDQRMTRDAAEMSSRSLNELEDHDQRGRMPWKIMLAMMAAQLKVELDALADERTESQANAHVTSFGSRLFNQMSAFVTIDRELMELALLIKEQGFAMNPGQIASKWSLIRRSGPTRPLSGARLEIRNGNWMIREGDQTLLSVSPARMA, which amino acid positions are active epitope sites? The epitope positions are: [179, 180, 181, 182, 183, 184, 185, 186, 187]. The amino acids at these positions are: MLDMVDGRP.